This data is from Full USPTO retrosynthesis dataset with 1.9M reactions from patents (1976-2016). The task is: Predict the reactants needed to synthesize the given product. (1) Given the product [O:1]=[C:2]1[C:7]2[NH:8][C:9]3[CH:10]=[CH:11][CH:12]=[CH:13][C:14]=3[C:6]=2[N:5]=[C:4]([S:15][CH2:16][C:17]([NH:26][CH:27]([CH2:30][CH3:31])[CH2:28][CH3:29])=[O:19])[N:3]1[C:20]1[CH:25]=[CH:24][CH:23]=[CH:22][CH:21]=1, predict the reactants needed to synthesize it. The reactants are: [O:1]=[C:2]1[C:7]2[NH:8][C:9]3[CH:10]=[CH:11][CH:12]=[CH:13][C:14]=3[C:6]=2[N:5]=[C:4]([S:15][CH2:16][C:17]([OH:19])=O)[N:3]1[C:20]1[CH:25]=[CH:24][CH:23]=[CH:22][CH:21]=1.[NH2:26][CH:27]([CH2:30][CH3:31])[CH2:28][CH3:29].C(N(CC)CC)C.CN(C(ON1N=NC2C=CC=NC1=2)=[N+](C)C)C.F[P-](F)(F)(F)(F)F. (2) Given the product [CH3:1][O:2][C:3]1[CH:8]=[C:7]([O:9][CH3:10])[N:6]=[C:5]([C:11]2[C:19]3[C:18](=[C:17]([CH3:16])[CH:22]=[CH:21][CH:20]=3)[NH:23][C:12]=2[CH3:13])[N:4]=1, predict the reactants needed to synthesize it. The reactants are: [CH3:1][O:2][C:3]1[CH:8]=[C:7]([O:9][CH3:10])[N:6]=[C:5]([CH2:11][C:12](=O)[CH3:13])[N:4]=1.Cl.[CH3:16][C:17]1[CH:22]=[CH:21][CH:20]=[CH:19][C:18]=1[NH:23]N.C(OCC)(=O)C.O.